Predict the product of the given reaction. From a dataset of Forward reaction prediction with 1.9M reactions from USPTO patents (1976-2016). (1) Given the reactants [CH3:1][O:2][C:3]1[CH:29]=[CH:28][C:6]([CH2:7][N:8]([C:22]2[CH:27]=[CH:26][N:25]=[CH:24][N:23]=2)[S:9]([C:12]2[CH:13]=[CH:14][C:15]3[NH:20][CH2:19][CH2:18][O:17][C:16]=3[CH:21]=2)(=[O:11])=[O:10])=[CH:5][CH:4]=1.[Cl:30][C:31]1[C:32](F)=[N:33][CH:34]=[C:35]([C:37]([F:40])([F:39])[F:38])[CH:36]=1, predict the reaction product. The product is: [Cl:30][C:31]1[C:32]([N:20]2[CH2:19][CH2:18][O:17][C:16]3[CH:21]=[C:12]([S:9]([N:8]([CH2:7][C:6]4[CH:5]=[CH:4][C:3]([O:2][CH3:1])=[CH:29][CH:28]=4)[C:22]4[CH:27]=[CH:26][N:25]=[CH:24][N:23]=4)(=[O:11])=[O:10])[CH:13]=[CH:14][C:15]2=3)=[N:33][CH:34]=[C:35]([C:37]([F:39])([F:38])[F:40])[CH:36]=1. (2) Given the reactants [CH2:1]([O:3][C:4](=[O:25])[CH2:5][CH:6]1[CH2:11][CH2:10][N:9]([C:12]2[C:17]([NH2:18])=[CH:16][C:15]([C:19]3[CH:24]=[CH:23][CH:22]=[CH:21][CH:20]=3)=[CH:14][N:13]=2)[CH2:8][CH2:7]1)[CH3:2].[Cl:26][C:27]1[CH:28]=[C:29]([CH:33]=[CH:34][CH:35]=1)[C:30](Cl)=[O:31], predict the reaction product. The product is: [CH2:1]([O:3][C:4](=[O:25])[CH2:5][CH:6]1[CH2:11][CH2:10][N:9]([C:12]2[C:17]([NH:18][C:30](=[O:31])[C:29]3[CH:33]=[CH:34][CH:35]=[C:27]([Cl:26])[CH:28]=3)=[CH:16][C:15]([C:19]3[CH:20]=[CH:21][CH:22]=[CH:23][CH:24]=3)=[CH:14][N:13]=2)[CH2:8][CH2:7]1)[CH3:2]. (3) Given the reactants Br[CH2:2][CH2:3][CH:4]=[C:5]1[C:11]2[CH:12]=[CH:13][CH:14]=[N:15][C:10]=2[CH2:9][O:8][C:7]2[CH:16]=[CH:17][C:18]([C:20]([OH:23])([CH3:22])[CH3:21])=[CH:19][C:6]1=2.C(=O)([O-])[O-].[K+].[K+].[Cl:30][C:31]1[CH:36]=[CH:35][C:34]([NH:37][C:38]2([C:44]#[N:45])[CH2:43][CH2:42][NH:41][CH2:40][CH2:39]2)=[CH:33][CH:32]=1, predict the reaction product. The product is: [Cl:30][C:31]1[CH:32]=[CH:33][C:34]([NH:37][C:38]2([C:44]#[N:45])[CH2:43][CH2:42][N:41]([CH2:2][CH2:3][CH:4]=[C:5]3[C:11]4[CH:12]=[CH:13][CH:14]=[N:15][C:10]=4[CH2:9][O:8][C:7]4[CH:16]=[CH:17][C:18]([C:20]([OH:23])([CH3:22])[CH3:21])=[CH:19][C:6]3=4)[CH2:40][CH2:39]2)=[CH:35][CH:36]=1. (4) The product is: [NH2:6][C:5]1[CH:7]=[CH:8][C:2](/[CH:12]=[CH:11]/[C:10]([O:14][CH3:15])=[O:13])=[C:3]([CH3:9])[CH:4]=1. Given the reactants Br[C:2]1[CH:8]=[CH:7][C:5]([NH2:6])=[CH:4][C:3]=1[CH3:9].[C:10]([O:14][CH3:15])(=[O:13])[CH:11]=[CH2:12].CC1C=CC=CC=1P(C1C=CC=CC=1C)C1C=CC=CC=1C.O, predict the reaction product. (5) Given the reactants [CH3:1][S:2]([C:5]1[CH:6]=[CH:7][C:8]([O:14][C@@H:15]([CH3:20])[C:16]([F:19])([F:18])[F:17])=[C:9]([CH:13]=1)[C:10]([OH:12])=O)(=[O:4])=[O:3].Cl.[CH3:22][C:23]1[N:24]=[C:25]([N:32]2[CH2:37][CH2:36][NH:35][CH2:34][CH2:33]2)[S:26][C:27]=1[C:28]([F:31])([F:30])[F:29], predict the reaction product. The product is: [CH3:1][S:2]([C:5]1[CH:6]=[CH:7][C:8]([O:14][C@@H:15]([CH3:20])[C:16]([F:19])([F:18])[F:17])=[C:9]([C:10]([N:35]2[CH2:36][CH2:37][N:32]([C:25]3[S:26][C:27]([C:28]([F:31])([F:29])[F:30])=[C:23]([CH3:22])[N:24]=3)[CH2:33][CH2:34]2)=[O:12])[CH:13]=1)(=[O:3])=[O:4]. (6) The product is: [F:30][C:25]1[CH:26]=[C:27]2[C:22](=[CH:23][C:24]=1[F:31])[N:21]=[C:20]([NH:19][CH2:18][C@@H:13]1[CH2:14][CH2:15][CH2:16][CH2:17][N:12]1[C:10]([C:6]1[CH:5]=[C:4]([CH:9]=[CH:8][CH:7]=1)[C:3]([OH:32])=[O:2])=[O:11])[CH:29]=[N:28]2. Given the reactants C[O:2][C:3](=[O:32])[C:4]1[CH:9]=[CH:8][CH:7]=[C:6]([C:10]([N:12]2[CH2:17][CH2:16][CH2:15][CH2:14][C@H:13]2[CH2:18][NH:19][C:20]2[CH:29]=[N:28][C:27]3[C:22](=[CH:23][C:24]([F:31])=[C:25]([F:30])[CH:26]=3)[N:21]=2)=[O:11])[CH:5]=1.[OH-].[Na+], predict the reaction product.